From a dataset of Forward reaction prediction with 1.9M reactions from USPTO patents (1976-2016). Predict the product of the given reaction. (1) Given the reactants C([SiH](C(C)C)C(C)C)(C)C.[Br-:11].C(OC([NH:19][CH2:20][CH2:21][CH2:22][CH2:23][CH2:24][CH2:25][P+:26]([C:39]1[CH:44]=[CH:43][CH:42]=[CH:41][CH:40]=1)([C:33]1[CH:38]=[CH:37][CH:36]=[CH:35][CH:34]=1)[C:27]1[CH:32]=[CH:31][CH:30]=[CH:29][CH:28]=1)=O)(C)(C)C.[C:45]([OH:51])([C:47]([F:50])([F:49])[F:48])=[O:46].C(Cl)Cl, predict the reaction product. The product is: [Br-:11].[NH3+:19][CH2:20][CH2:21][CH2:22][CH2:23][CH2:24][CH2:25][P+:26]([C:39]1[CH:44]=[CH:43][CH:42]=[CH:41][CH:40]=1)([C:27]1[CH:28]=[CH:29][CH:30]=[CH:31][CH:32]=1)[C:33]1[CH:38]=[CH:37][CH:36]=[CH:35][CH:34]=1.[Br-:11].[C:45]([OH:51])([C:47]([F:50])([F:49])[F:48])=[O:46]. (2) Given the reactants [C:1]([O:5][C:6]([NH:8][C@H:9]([CH2:18]I)[CH2:10][C:11]([O:13][C:14]([CH3:17])([CH3:16])[CH3:15])=[O:12])=[O:7])([CH3:4])([CH3:3])[CH3:2].I[C:21]1[CH:22]=[C:23]([CH:25]=[CH:26][C:27]=1[CH3:28])[NH2:24].C1(C)C=CC=CC=1P(C1C=CC=CC=1C)C1C=CC=CC=1C, predict the reaction product. The product is: [NH2:24][C:23]1[CH:22]=[CH:21][C:27]([CH3:28])=[C:26]([CH2:18][C@@H:9]([NH:8][C:6]([O:5][C:1]([CH3:4])([CH3:3])[CH3:2])=[O:7])[CH2:10][C:11]([O:13][C:14]([CH3:17])([CH3:16])[CH3:15])=[O:12])[CH:25]=1.